From a dataset of Full USPTO retrosynthesis dataset with 1.9M reactions from patents (1976-2016). Predict the reactants needed to synthesize the given product. (1) Given the product [CH2:22]([O:29][C:30](=[O:44])[NH:31][CH2:32][C@@H:33]([OH:43])[C@@H:34]([NH:42][C:11]([C:10]1[CH:9]=[C:8]([N:4]2[CH2:5][CH2:6][CH2:7][C:3]2=[O:2])[CH:16]=[C:15]([NH:17][CH:18]([CH3:20])[CH3:19])[CH:14]=1)=[O:13])[CH2:35][C:36]1[CH:41]=[CH:40][CH:39]=[CH:38][CH:37]=1)[C:23]1[CH:24]=[CH:25][CH:26]=[CH:27][CH:28]=1, predict the reactants needed to synthesize it. The reactants are: Cl.[O:2]=[C:3]1[CH2:7][CH2:6][CH2:5][N:4]1[C:8]1[CH:9]=[C:10]([CH:14]=[C:15]([NH:17][CH:18]([CH3:20])[CH3:19])[CH:16]=1)[C:11]([OH:13])=O.Cl.[CH2:22]([O:29][C:30](=[O:44])[NH:31][CH2:32][C@@H:33]([OH:43])[C@@H:34]([NH2:42])[CH2:35][C:36]1[CH:41]=[CH:40][CH:39]=[CH:38][CH:37]=1)[C:23]1[CH:28]=[CH:27][CH:26]=[CH:25][CH:24]=1. (2) The reactants are: [O:1]1[CH2:6][CH2:5][CH2:4][CH2:3][CH:2]1[O:7][CH2:8][CH2:9][C:10]#[C:11][CH2:12][OH:13].N1C=CN=C1.[CH3:19][C:20]([Si:23](Cl)([C:30]1[CH:35]=[CH:34][CH:33]=[CH:32][CH:31]=1)[C:24]1[CH:29]=[CH:28][CH:27]=[CH:26][CH:25]=1)([CH3:22])[CH3:21]. Given the product [C:20]([Si:23]([C:30]1[CH:35]=[CH:34][CH:33]=[CH:32][CH:31]=1)([C:24]1[CH:25]=[CH:26][CH:27]=[CH:28][CH:29]=1)[O:13][CH2:12][C:11]#[C:10][CH2:9][CH2:8][O:7][CH:2]1[CH2:3][CH2:4][CH2:5][CH2:6][O:1]1)([CH3:22])([CH3:19])[CH3:21], predict the reactants needed to synthesize it. (3) Given the product [C:1]([O:5][C:6]([N:8]1[CH2:12][CH2:11][CH2:10][C@H:9]1[CH2:13][NH:14][C:15]1[C:16]([O:22][C:23]2[CH:28]=[CH:27][C:26]([O:29][CH3:30])=[CH:25][CH:24]=2)=[N:17][C:18]([C:35]2[CH:36]=[CH:37][N:38]=[C:33]([S:32][CH3:31])[N:34]=2)=[N:19][CH:20]=1)=[O:7])([CH3:4])([CH3:3])[CH3:2], predict the reactants needed to synthesize it. The reactants are: [C:1]([O:5][C:6]([N:8]1[CH2:12][CH2:11][CH2:10][C@H:9]1[CH2:13][NH:14][C:15]1[C:16]([O:22][C:23]2[CH:28]=[CH:27][C:26]([O:29][CH3:30])=[CH:25][CH:24]=2)=[N:17][C:18](Cl)=[N:19][CH:20]=1)=[O:7])([CH3:4])([CH3:3])[CH3:2].[CH3:31][S:32][C:33]1[N:38]=[C:37]([Sn](CCCC)(CCCC)CCCC)[CH:36]=[CH:35][N:34]=1. (4) Given the product [CH:14]1([CH2:17][NH:18][C:2]2[N:7]=[C:6]([NH:8][CH3:9])[N:5]=[C:4]([NH:10][CH2:11][C:12]#[CH:13])[N:3]=2)[CH2:16][CH2:15]1, predict the reactants needed to synthesize it. The reactants are: Cl[C:2]1[N:7]=[C:6]([NH:8][CH3:9])[N:5]=[C:4]([NH:10][CH2:11][C:12]#[CH:13])[N:3]=1.[CH:14]1([CH2:17][NH2:18])[CH2:16][CH2:15]1.C(NC1N=C(NC)N=C(NCC#C)N=1)C. (5) Given the product [Br:1][C:2]1[CH:11]=[CH:10][C:9]2[C:4](=[CH:5][CH:6]=[C:7]([O:13][C:14]([F:15])([F:16])[F:17])[CH:8]=2)[CH:3]=1, predict the reactants needed to synthesize it. The reactants are: [Br:1][C:2]1[CH:3]2O[CH:10]([CH:11]=1)[C:9]1[C:4]2=[CH:5][CH:6]=[C:7]([O:13][C:14]([F:17])([F:16])[F:15])[CH:8]=1.[Na+].[I-].C[Si](Cl)(C)C. (6) The reactants are: [CH2:1]1[C@@H:6]([C:7]#[N:8])[N:5]([C:9]([C@@H:11]([NH2:23])[C:12]23[CH2:21][C:19]4([OH:22])[CH2:20][CH:14]([CH2:15][CH:16]([CH2:18]4)[CH2:17]2)[CH2:13]3)=[O:10])[C@@H:4]2[C@H:2]1[CH2:3]2.[CH3:24][C:25]([CH3:27])=O. Given the product [CH3:24][C:25](=[N:23][C@@H:11]([C:12]12[CH2:17][CH:16]3[CH2:15][CH:14]([CH2:20][C:19]([OH:22])([CH2:18]3)[CH2:21]1)[CH2:13]2)[C:9]([N:5]1[C@H:6]([C:7]#[N:8])[CH2:1][C@H:2]2[C@@H:4]1[CH2:3]2)=[O:10])[CH3:27], predict the reactants needed to synthesize it. (7) Given the product [Cl:20][C:21]1[CH:22]=[C:23]([C:2]2[C:10]3[N:9]4[CH2:11][CH2:12][CH2:13][NH:14][C:15](=[O:16])[C:8]4=[C:7]([CH3:17])[C:6]=3[CH:5]=[C:4]([C:18]#[N:19])[CH:3]=2)[CH:24]=[CH:25][C:26]=1[Cl:27], predict the reactants needed to synthesize it. The reactants are: Br[C:2]1[C:10]2[N:9]3[CH2:11][CH2:12][CH2:13][NH:14][C:15](=[O:16])[C:8]3=[C:7]([CH3:17])[C:6]=2[CH:5]=[C:4]([C:18]#[N:19])[CH:3]=1.[Cl:20][C:21]1[CH:22]=[C:23](B(O)O)[CH:24]=[CH:25][C:26]=1[Cl:27].